This data is from Full USPTO retrosynthesis dataset with 1.9M reactions from patents (1976-2016). The task is: Predict the reactants needed to synthesize the given product. (1) Given the product [C:18]([C:20]1[CH:21]=[C:22]2[C:27](=[CH:28][CH:29]=1)[N:26]=[C:25]([C:30]([NH:17][CH2:16][C:12]1[CH:13]=[CH:14][CH:15]=[C:10]([O:9][CH2:8][CH2:7][S:6][C:3]3[N:4]=[CH:5][NH:1][N:2]=3)[CH:11]=1)=[O:31])[NH:24][C:23]2=[O:35])#[N:19], predict the reactants needed to synthesize it. The reactants are: [NH:1]1[CH:5]=[N:4][C:3]([S:6][CH2:7][CH2:8][O:9][C:10]2[CH:11]=[C:12]([CH2:16][NH2:17])[CH:13]=[CH:14][CH:15]=2)=[N:2]1.[C:18]([C:20]1[CH:21]=[C:22]2[C:27](=[CH:28][CH:29]=1)[N:26]=[C:25]([C:30](OCC)=[O:31])[NH:24][C:23]2=[O:35])#[N:19].C(N(C(C)C)CC)(C)C. (2) Given the product [OH:28][NH:27][C:22]([C:20]1[CH:19]=[N:18][C:14]2[O:15][CH2:16][CH2:17][N:12]([S:9]([C:6]3[CH:7]=[CH:8][C:3]([C:2]([F:25])([F:24])[F:1])=[CH:4][CH:5]=3)(=[O:11])=[O:10])[C:13]=2[CH:21]=1)=[NH:23], predict the reactants needed to synthesize it. The reactants are: [F:1][C:2]([F:25])([F:24])[C:3]1[CH:8]=[CH:7][C:6]([S:9]([N:12]2[CH2:17][CH2:16][O:15][C:14]3[N:18]=[CH:19][C:20]([C:22]#[N:23])=[CH:21][C:13]2=3)(=[O:11])=[O:10])=[CH:5][CH:4]=1.Cl.[NH2:27][OH:28].C(=O)([O-])[O-].[Na+].[Na+]. (3) Given the product [F:26][C:27]1[C:36]2[C:31](=[CH:32][CH:33]=[CH:34][CH:35]=2)[C:30]([C:37]([NH:1][CH:2]([CH2:12][C:13]2[CH:18]=[CH:17][CH:16]=[C:15]([O:19][C:20]([F:24])([F:25])[CH:21]([F:22])[F:23])[CH:14]=2)[CH:3]([C:5]2[CH:10]=[CH:9][N:8]=[C:7]([F:11])[CH:6]=2)[OH:4])=[O:38])=[CH:29][CH:28]=1, predict the reactants needed to synthesize it. The reactants are: [NH2:1][CH:2]([CH2:12][C:13]1[CH:18]=[CH:17][CH:16]=[C:15]([O:19][C:20]([F:25])([F:24])[CH:21]([F:23])[F:22])[CH:14]=1)[CH:3]([C:5]1[CH:10]=[CH:9][N:8]=[C:7]([F:11])[CH:6]=1)[OH:4].[F:26][C:27]1[C:36]2[C:31](=[CH:32][CH:33]=[CH:34][CH:35]=2)[C:30]([C:37](O)=[O:38])=[CH:29][CH:28]=1.Cl.C(N=C=NCCCN(C)C)C.O.ON1C2C=CC=CC=2N=N1. (4) Given the product [ClH:8].[CH3:3][C:2]([CH3:5])([CH3:4])[CH2:1][C:25]1[CH:26]=[C:27]2[C:22](=[CH:23][CH:24]=1)[CH2:21][O:20][CH:19]=[C:18]2[NH2:17], predict the reactants needed to synthesize it. The reactants are: [CH2:1]([Mg]Br)[C:2]([CH3:5])([CH3:4])[CH3:3].[Cl:8]CCl.C(OC(=O)[NH:17][C:18]1[C:27]2[C:22](=[CH:23][CH:24]=[C:25](Br)[CH:26]=2)[CH2:21][O:20][CH:19]=1)(C)(C)C.Cl. (5) Given the product [CH3:1][O:2][P:3]([O-:7])([O:5][CH3:6])=[O:4].[CH3:9][N+:10]1([CH3:1])[CH:14]=[CH:13][N:12]=[CH:11]1, predict the reactants needed to synthesize it. The reactants are: [CH3:1][O:2][P:3]([O:7]C)([O:5][CH3:6])=[O:4].[CH3:9][N:10]1[CH:14]=[CH:13][N:12]=[CH:11]1. (6) Given the product [S:1]1[CH:5]=[CH:4][CH:3]=[C:2]1[CH2:6][NH:7][C:9]1[S:8][CH2:14][C:12](=[O:13])[N:11]=1, predict the reactants needed to synthesize it. The reactants are: [S:1]1[CH:5]=[CH:4][CH:3]=[C:2]1[CH2:6][NH2:7].[S:8]1[CH2:14][C:12](=[O:13])[NH:11][C:9]1=S.CCN(C(C)C)C(C)C.